This data is from Forward reaction prediction with 1.9M reactions from USPTO patents (1976-2016). The task is: Predict the product of the given reaction. (1) The product is: [OH:15][C:13]1[C:10]2[C:3](=[CH:4][CH:5]=[C:6]([O:7][CH3:8])[CH:9]=2)[N:2]([CH3:1])[C:11](=[O:17])[CH:12]=1. Given the reactants [CH3:1][NH:2][C:3]1[CH:10]=[CH:9][C:6]([O:7][CH3:8])=[CH:5][CH:4]=1.[C:11]([OH:17])(=O)[CH2:12][C:13]([OH:15])=O.[OH-].[Na+], predict the reaction product. (2) Given the reactants N#N.[C:3]([SiH2:7][O:8][C:9]([CH3:25])([CH3:24])[C:10]1[O:11][CH:12]=[C:13]([CH2:15][N:16]2[CH:20]=[C:19]([N+:21]([O-])=O)[CH:18]=[N:17]2)[N:14]=1)([CH3:6])([CH3:5])[CH3:4].[NH4+].[Cl-], predict the reaction product. The product is: [C:3]([SiH2:7][O:8][C:9]([CH3:25])([CH3:24])[C:10]1[O:11][CH:12]=[C:13]([CH2:15][N:16]2[CH:20]=[C:19]([NH2:21])[CH:18]=[N:17]2)[N:14]=1)([CH3:6])([CH3:4])[CH3:5]. (3) Given the reactants [CH:1]1([O:6][CH:7]([C:12]2[CH:13]=[N:14][C:15]([CH3:18])=[N:16][CH:17]=2)[CH2:8][N+:9]([O-])=O)[CH2:5][CH2:4][CH2:3][CH2:2]1, predict the reaction product. The product is: [CH:1]1([O:6][CH:7]([C:12]2[CH:13]=[N:14][C:15]([CH3:18])=[N:16][CH:17]=2)[CH2:8][NH2:9])[CH2:5][CH2:4][CH2:3][CH2:2]1. (4) Given the reactants [CH3:1][CH:2]([C:8]([O:10]CC)=O)[C:3]([O:5][CH2:6][CH3:7])=[O:4].N1C=CC=CC=1.[F:19][C:20]1[CH:26]=[C:25]([F:27])[CH:24]=[CH:23][C:21]=1[NH2:22], predict the reaction product. The product is: [F:19][C:20]1[CH:26]=[C:25]([F:27])[CH:24]=[CH:23][C:21]=1[NH:22][C:8](=[O:10])[CH:2]([CH3:1])[C:3]([O:5][CH2:6][CH3:7])=[O:4]. (5) The product is: [C:1]([CH2:3][C:4]([NH:6][C:7]1[CH:16]=[C:15]2[C:10]([CH:11]=[C:12]([C:20]3[CH:25]=[C:24]([NH:26][C:27]([NH:38][C:39]4[CH:44]=[CH:43][CH:42]=[CH:41][CH:40]=4)=[O:35])[C:23]([F:36])=[CH:22][C:21]=3[F:37])[C:13](=[O:19])[N:14]2[CH2:17][CH3:18])=[CH:9][N:8]=1)=[O:5])#[N:2]. Given the reactants [C:1]([CH2:3][C:4]([NH:6][C:7]1[CH:16]=[C:15]2[C:10]([CH:11]=[C:12]([C:20]3[C:21]([F:37])=[CH:22][C:23]([F:36])=[C:24]([NH:26][C:27](=[O:35])OC4C=CC=CC=4)[CH:25]=3)[C:13](=[O:19])[N:14]2[CH2:17][CH3:18])=[CH:9][N:8]=1)=[O:5])#[N:2].[NH2:38][C:39]1[CH:44]=[CH:43][CH:42]=[CH:41][CH:40]=1, predict the reaction product. (6) Given the reactants [Br:1][C:2]1[CH:7]=[CH:6][C:5]([C:8]2O[C:10]3[CH:16]=[CH:15][CH:14]=[CH:13][C:11]=3[N:12]=2)=[CH:4][CH:3]=1.P(Cl)(Cl)(Cl)=O, predict the reaction product. The product is: [Br:1][C:2]1[CH:7]=[CH:6][C:5]([C:8]2[N:12]([C:11]3[CH:13]=[CH:14][CH:15]=[CH:16][CH:10]=3)[C:10]3[CH:16]=[CH:15][CH:14]=[CH:13][C:11]=3[N:12]=2)=[CH:4][CH:3]=1. (7) Given the reactants Cl.Cl.[NH2:3][C:4]1[CH:9]=[C:8]([NH2:10])[C:7]([OH:11])=[CH:6][C:5]=1[OH:12].[OH:13][C:14]1[CH:22]=[C:21]([C:23]([OH:25])=[O:24])[C:20]([OH:26])=[CH:19][C:15]=1[C:16]([OH:18])=[O:17].[Na+].[Na+].OC1C=C(C([O-])=O)C(O)=CC=1C([O-])=O, predict the reaction product. The product is: [NH2:3][C:4]1[CH:9]=[C:8]([NH2:10])[C:7]([OH:11])=[CH:6][C:5]=1[OH:12].[OH:13][C:14]1[CH:22]=[C:21]([C:23]([OH:25])=[O:24])[C:20]([OH:26])=[CH:19][C:15]=1[C:16]([OH:18])=[O:17]. (8) Given the reactants Cl.C[O:3][C:4](=[O:38])[C:5]1[CH:10]=[CH:9][C:8]([O:11][C:12]2[CH:17]=[CH:16][C:15]([CH2:18][C@H:19]([NH2:37])[C:20]3[N:21]([CH2:33][CH2:34][CH2:35][CH3:36])[CH:22]=[C:23]([C:25]4[CH:30]=[CH:29][C:28]([Cl:31])=[CH:27][C:26]=4[Cl:32])[N:24]=3)=[CH:14][CH:13]=2)=[CH:7][CH:6]=1.[C:39](O)(=[O:41])[CH3:40], predict the reaction product. The product is: [C:39]([NH:37][C@H:19]([C:20]1[N:21]([CH2:33][CH2:34][CH2:35][CH3:36])[CH:22]=[C:23]([C:25]2[CH:30]=[CH:29][C:28]([Cl:31])=[CH:27][C:26]=2[Cl:32])[N:24]=1)[CH2:18][C:15]1[CH:16]=[CH:17][C:12]([O:11][C:8]2[CH:7]=[CH:6][C:5]([C:4]([OH:3])=[O:38])=[CH:10][CH:9]=2)=[CH:13][CH:14]=1)(=[O:41])[CH3:40].